Task: Predict the product of the given reaction.. Dataset: Forward reaction prediction with 1.9M reactions from USPTO patents (1976-2016) (1) Given the reactants [Cl:1][C:2]1[CH:7]=[C:6]([Cl:8])[CH:5]=[CH:4][C:3]=1[C:9]1[N:10]([C:32]2[CH:37]=[CH:36][C:35]([OH:38])=[CH:34][CH:33]=2)[C:11]([CH3:31])=[C:12]([C:14]([NH:16][C@H:17]2[CH2:22][CH2:21][CH2:20][CH2:19][C@H:18]2[NH:23][C:24](=[O:30])[O:25][C:26]([CH3:29])([CH3:28])[CH3:27])=[O:15])[N:13]=1.[F:39][C:40]([F:48])([F:47])[CH2:41][CH2:42][S:43](Cl)(=[O:45])=[O:44], predict the reaction product. The product is: [F:39][C:40]([F:48])([F:47])[CH2:41][CH2:42][S:43]([O:38][C:35]1[CH:34]=[CH:33][C:32]([N:10]2[C:11]([CH3:31])=[C:12]([C:14]([NH:16][C@H:17]3[CH2:22][CH2:21][CH2:20][CH2:19][C@H:18]3[NH:23][C:24]([O:25][C:26]([CH3:29])([CH3:28])[CH3:27])=[O:30])=[O:15])[N:13]=[C:9]2[C:3]2[CH:4]=[CH:5][C:6]([Cl:8])=[CH:7][C:2]=2[Cl:1])=[CH:37][CH:36]=1)(=[O:45])=[O:44]. (2) Given the reactants [F:1][C:2]1([C:6]2[CH:7]=[N+:8]([O-])[CH:9]=[CH:10][C:11]=2[O:12][CH2:13][C:14]([F:17])([F:16])[F:15])[CH2:5][CH2:4][CH2:3]1.C[Si](C)(C)[C:21]#[N:22].CN(C)C(Cl)=O, predict the reaction product. The product is: [F:1][C:2]1([C:6]2[C:11]([O:12][CH2:13][C:14]([F:17])([F:16])[F:15])=[CH:10][C:9]([C:21]#[N:22])=[N:8][CH:7]=2)[CH2:5][CH2:4][CH2:3]1.